Binary Classification. Given a drug SMILES string, predict its activity (active/inactive) in a high-throughput screening assay against a specified biological target. From a dataset of HIV replication inhibition screening data with 41,000+ compounds from the AIDS Antiviral Screen. (1) The compound is COc1ccc2c(c1)CCc1cnc(S)nc1-2. The result is 0 (inactive). (2) The molecule is CCOC(=O)c1sc2c(C(=O)OCC)c3cc(C)ccn3c2c1N. The result is 0 (inactive).